Dataset: Catalyst prediction with 721,799 reactions and 888 catalyst types from USPTO. Task: Predict which catalyst facilitates the given reaction. (1) Product: [NH2:1][C:4]1[CH:9]=[CH:8][C:7]([N:10]2[CH2:15][CH2:14][N:13]([CH2:17][CH2:18][CH2:19][C:20]([NH2:21])=[O:23])[CH2:12][CH2:11]2)=[CH:6][CH:5]=1. Reactant: [N+:1]([C:4]1[CH:9]=[CH:8][C:7]([N:10]2[CH2:15][CH2:14][NH:13][CH2:12][CH2:11]2)=[CH:6][CH:5]=1)([O-])=O.Br[CH2:17][CH2:18][CH2:19][C:20]#[N:21].C(=O)([O-])[O-:23].[K+].[K+]. The catalyst class is: 60. (2) Reactant: Cl[C:2]1[CH:11]=[C:10]([NH:12][C:13]2[CH:18]=[CH:17][C:16]([C:19]([F:22])([F:21])[F:20])=[CH:15][N:14]=2)[C:9]2[C:4](=[N:5][C:6]([C:23]3[C:28]([C:29]([F:32])([F:31])[F:30])=[CH:27][CH:26]=[CH:25][N:24]=3)=[CH:7][CH:8]=2)[N:3]=1.C([O-])=O.[NH4+]. Product: [F:32][C:29]([F:30])([F:31])[C:28]1[C:23]([C:6]2[N:5]=[C:4]3[C:9]([C:10]([NH:12][C:13]4[CH:18]=[CH:17][C:16]([C:19]([F:20])([F:21])[F:22])=[CH:15][N:14]=4)=[CH:11][CH:2]=[N:3]3)=[CH:8][CH:7]=2)=[N:24][CH:25]=[CH:26][CH:27]=1. The catalyst class is: 43. (3) The catalyst class is: 1. Product: [OH:14][CH2:13][C:12]1[CH:16]=[CH:17][C:9]([NH:8][C:6](=[O:7])[O:5][C:1]([CH3:2])([CH3:4])[CH3:3])=[C:10]([I:18])[CH:11]=1. Reactant: [C:1]([O:5][C:6]([NH:8][C:9]1[CH:17]=[CH:16][C:12]([C:13](O)=[O:14])=[CH:11][C:10]=1[I:18])=[O:7])([CH3:4])([CH3:3])[CH3:2].B. (4) Product: [N:18]1[N:19]2[CH:24]=[CH:23][CH:22]=[N:21][C:20]2=[C:16]([C:9]2[CH:10]=[CH:11][C:6]([C:4]([O:3][CH2:1][CH3:2])=[O:5])=[CH:7][CH:8]=2)[CH:17]=1. Reactant: [CH2:1]([O:3][C:4]([C:6]1[CH:11]=[CH:10][C:9](B(O)O)=[CH:8][CH:7]=1)=[O:5])[CH3:2].Br[C:16]1[CH:17]=[N:18][N:19]2[CH:24]=[CH:23][CH:22]=[N:21][C:20]=12.C(Cl)Cl.C([O-])([O-])=O.[Cs+].[Cs+]. The catalyst class is: 38. (5) Reactant: [CH3:1][O:2][C:3]1[N:8]=[CH:7][C:6]([C:9]2[O:13][C:12]([CH3:14])=[C:11]([CH:15]([NH:20][C:21]3[CH:26]=[CH:25][C:24]([C:27]([NH:29][CH2:30][CH2:31][C:32]([O:34]CC)=[O:33])=[O:28])=[CH:23][CH:22]=3)[CH2:16][CH:17]([CH3:19])[CH3:18])[CH:10]=2)=[CH:5][CH:4]=1.O1CCCC1.[OH-].[Li+]. Product: [CH3:1][O:2][C:3]1[N:8]=[CH:7][C:6]([C:9]2[O:13][C:12]([CH3:14])=[C:11]([CH:15]([NH:20][C:21]3[CH:22]=[CH:23][C:24]([C:27]([NH:29][CH2:30][CH2:31][C:32]([OH:34])=[O:33])=[O:28])=[CH:25][CH:26]=3)[CH2:16][CH:17]([CH3:19])[CH3:18])[CH:10]=2)=[CH:5][CH:4]=1. The catalyst class is: 8. (6) Reactant: [CH:1]([O:4][C:5]([N:7]1[CH2:13][CH2:12][CH2:11][CH:10]([NH:14][CH2:15][C:16]2[CH:21]=[C:20]([C:22]([F:25])([F:24])[F:23])[CH:19]=[C:18]([C:26]([F:29])([F:28])[F:27])[CH:17]=2)[C:9]2[CH:30]=[CH:31][CH:32]=[CH:33][C:8]1=2)=[O:6])([CH3:3])[CH3:2].N1C=CC=CC=1.[C:40](OC(=O)C)(=[O:42])[CH3:41].[OH-].[Na+]. Product: [CH:1]([O:4][C:5]([N:7]1[CH2:13][CH2:12][CH2:11][CH:10]([N:14]([C:40](=[O:42])[CH3:41])[CH2:15][C:16]2[CH:21]=[C:20]([C:22]([F:24])([F:25])[F:23])[CH:19]=[C:18]([C:26]([F:29])([F:27])[F:28])[CH:17]=2)[C:9]2[CH:30]=[CH:31][CH:32]=[CH:33][C:8]1=2)=[O:6])([CH3:3])[CH3:2]. The catalyst class is: 4. (7) Reactant: [CH2:1]([Li])[CH2:2][CH2:3][CH3:4].[O:6]1[C:10]2(CCC(=O)[CH2:12][CH2:11]2)[O:9][CH2:8][CH2:7]1. Product: [CH2:4]=[C:3]1[CH2:12][CH2:11][C:10]2([O:9][CH2:8][CH2:7][O:6]2)[CH2:1][CH2:2]1. The catalyst class is: 597.